Dataset: Reaction yield outcomes from USPTO patents with 853,638 reactions. Task: Predict the reaction yield, written as a fraction of the theoretical maximum amount of product (1.0 means a 100% yield; for example, 0.34 means a 34% yield). (1) The product is [NH2:12][C@@H:13]([CH2:14][S:15][CH2:8][C:7]1[CH:10]=[CH:11][C:4]([O:3][CH3:2])=[CH:5][CH:6]=1)[C:16]([OH:18])=[O:17]. The catalyst is C(OCC)C.C(O)C. The reactants are Cl.[CH3:2][O:3][C:4]1[CH:11]=[CH:10][C:7]([CH2:8]Cl)=[CH:6][CH:5]=1.[NH2:12][C@H:13]([C:16]([OH:18])=[O:17])[CH2:14][SH:15].[OH-].[Na+]. The yield is 0.640. (2) The reactants are Br[C:2]1[CH:7]=[CH:6][C:5]([CH3:8])=[CH:4][C:3]=1[Cl:9].[C:10]([Cu])#[N:11]. The catalyst is CN(C=O)C. The product is [Cl:9][C:3]1[CH:4]=[C:5]([CH3:8])[CH:6]=[CH:7][C:2]=1[C:10]#[N:11]. The yield is 0.720. (3) The reactants are [CH2:1]([O:8][CH2:9][CH2:10][O:11][C:12]1[CH:17]=[CH:16][C:15]([NH:18][C:19](=[O:29])[CH2:20][C:21]2[CH:26]=[CH:25][C:24](Br)=[CH:23][C:22]=2[F:28])=[CH:14][C:13]=1[C:30]([F:33])([F:32])[F:31])[C:2]1[CH:7]=[CH:6][CH:5]=[CH:4][CH:3]=1.[CH3:34][C:35]1([CH3:51])[C:39]([CH3:41])([CH3:40])[O:38][B:37]([B:37]2[O:38][C:39]([CH3:41])([CH3:40])[C:35]([CH3:51])([CH3:34])[O:36]2)[O:36]1.C([O-])(=O)C.[K+]. The catalyst is O1CCOCC1.C1C=CC(P(C2C=CC=CC=2)[C-]2C=CC=C2)=CC=1.C1C=CC(P(C2C=CC=CC=2)[C-]2C=CC=C2)=CC=1.Cl[Pd]Cl.[Fe+2]. The product is [CH2:1]([O:8][CH2:9][CH2:10][O:11][C:12]1[CH:17]=[CH:16][C:15]([NH:18][C:19](=[O:29])[CH2:20][C:21]2[CH:26]=[CH:25][C:24]([B:37]3[O:38][C:39]([CH3:41])([CH3:40])[C:35]([CH3:51])([CH3:34])[O:36]3)=[CH:23][C:22]=2[F:28])=[CH:14][C:13]=1[C:30]([F:33])([F:32])[F:31])[C:2]1[CH:7]=[CH:6][CH:5]=[CH:4][CH:3]=1. The yield is 0.551. (4) The reactants are CC(C)([O-])C.[Na+].Br[C:8]1[CH:15]=[CH:14][C:11]([C:12]#[N:13])=[CH:10][CH:9]=1.C([NH2:23])C1C=CC=CC=1.[C:24]1([CH3:30])[CH:29]=[CH:28][CH:27]=[CH:26][CH:25]=1. The catalyst is C1C=CC(/C=C/C(/C=C/C2C=CC=CC=2)=O)=CC=1.C1C=CC(/C=C/C(/C=C/C2C=CC=CC=2)=O)=CC=1.C1C=CC(/C=C/C(/C=C/C2C=CC=CC=2)=O)=CC=1.[Pd].[Pd].C1(P(C2C=CC=CC=2)C2(P(C3C=CC=CC=3)C3C=CC=CC=3)CC=C3C(C=CC=C3)=C2C2C3C(=CC=CC=3)C=CC=2)C=CC=CC=1. The product is [CH2:30]([C:8]1[CH:15]=[CH:14][C:11]([C:12]#[N:13])=[C:10]([NH2:23])[CH:9]=1)[C:24]1[CH:29]=[CH:28][CH:27]=[CH:26][CH:25]=1. The yield is 0.960. (5) The reactants are [C:1]1(B(O)O)[CH:6]=[CH:5][CH:4]=[CH:3][CH:2]=1.Cl[C:11]1[C:15]([N+:16]([O-:18])=[O:17])=[CH:14][N:13]([C:19]2[CH:20]=[N:21][CH:22]=[CH:23][CH:24]=2)[N:12]=1.C(O)C.C(=O)([O-])[O-].[K+].[K+]. The catalyst is C1(C)C=CC=CC=1.C1C=CC([P]([Pd]([P](C2C=CC=CC=2)(C2C=CC=CC=2)C2C=CC=CC=2)([P](C2C=CC=CC=2)(C2C=CC=CC=2)C2C=CC=CC=2)[P](C2C=CC=CC=2)(C2C=CC=CC=2)C2C=CC=CC=2)(C2C=CC=CC=2)C2C=CC=CC=2)=CC=1. The product is [N+:16]([C:15]1[C:11]([C:1]2[CH:6]=[CH:5][CH:4]=[CH:3][CH:2]=2)=[N:12][N:13]([C:19]2[CH:20]=[N:21][CH:22]=[CH:23][CH:24]=2)[CH:14]=1)([O-:18])=[O:17]. The yield is 0.800. (6) The reactants are [CH2:1]([N:5]([S:32]([C:35]1[CH:40]=[CH:39][C:38]([CH3:41])=[CH:37][CH:36]=1)(=[O:34])=[O:33])[C@H:6]([C:29]([OH:31])=[O:30])[CH2:7][CH2:8][CH2:9][CH2:10][NH:11][C:12]([O:14][CH2:15][CH:16]1[C:28]2[CH:27]=[CH:26][CH:25]=[CH:24][C:23]=2[C:22]2[C:17]1=[CH:18][CH:19]=[CH:20][CH:21]=2)=[O:13])[CH:2]([CH3:4])[CH3:3].[N+](=[CH2:44])=[N-]. No catalyst specified. The product is [CH3:44][O:30][C:29](=[O:31])[C@H:6]([CH2:7][CH2:8][CH2:9][CH2:10][NH:11][C:12]([O:14][CH2:15][CH:16]1[C:28]2[CH:27]=[CH:26][CH:25]=[CH:24][C:23]=2[C:22]2[C:17]1=[CH:18][CH:19]=[CH:20][CH:21]=2)=[O:13])[N:5]([CH2:1][CH:2]([CH3:3])[CH3:4])[S:32]([C:35]1[CH:36]=[CH:37][C:38]([CH3:41])=[CH:39][CH:40]=1)(=[O:33])=[O:34]. The yield is 0.680.